Dataset: Full USPTO retrosynthesis dataset with 1.9M reactions from patents (1976-2016). Task: Predict the reactants needed to synthesize the given product. (1) Given the product [CH3:21][O:20][C:18]([C:9]1[CH:10]=[CH:11][C:12]2[C:17](=[CH:16][CH:15]=[CH:14][CH:13]=2)[C:8]=1[O:7][CH2:28][CH:29]1[O:34][C:33]2[CH:35]=[CH:36][CH:37]=[CH:38][C:32]=2[O:31][CH2:30]1)=[O:19], predict the reactants needed to synthesize it. The reactants are: C(=O)([O-])[O-].[Cs+].[Cs+].[OH:7][C:8]1[C:17]2[C:12](=[CH:13][CH:14]=[CH:15][CH:16]=2)[CH:11]=[CH:10][C:9]=1[C:18]([O:20][CH3:21])=[O:19].CN(C=O)C.Br[CH2:28][CH:29]1[O:34][C:33]2[CH:35]=[CH:36][CH:37]=[CH:38][C:32]=2[O:31][CH2:30]1. (2) Given the product [OH:1][C@@H:2]([C@H:4]1[C:24](=[O:25])[N:6]2[C:7]([C:21]([O:23][CH:34]([O:33][C:31]([O:30][CH:27]([CH3:29])[CH3:28])=[O:32])[CH3:35])=[O:22])=[C:8]([S:11]/[CH:12]=[CH:13]\[C:14]3[S:18][CH:17]=[N:16][C:15]=3[CH2:19][OH:20])[C@H:9]([CH3:10])[C@H:5]12)[CH3:3], predict the reactants needed to synthesize it. The reactants are: [OH:1][C@@H:2]([C@H:4]1[C:24](=[O:25])[N:6]2[C:7]([C:21]([O-:23])=[O:22])=[C:8]([S:11]/[CH:12]=[CH:13]\[C:14]3[S:18][CH:17]=[N:16][C:15]=3[CH2:19][OH:20])[C@H:9]([CH3:10])[C@H:5]12)[CH3:3].[Na+].[CH:27]([O:30][C:31]([O:33][CH:34](I)[CH3:35])=[O:32])([CH3:29])[CH3:28]. (3) Given the product [Cl:27][C:25]1[C:24]([NH:14][C@@H:11]2[CH2:12][CH2:13][N:9]([CH2:8][C:7]3[CH:6]=[CH:5][C:4]([F:3])=[CH:16][CH:15]=3)[CH2:10]2)=[N:23][CH:22]=[C:21]([CH:26]=1)[C:20]([O:19][CH2:17][CH3:18])=[O:29], predict the reactants needed to synthesize it. The reactants are: Cl.Cl.[F:3][C:4]1[CH:16]=[CH:15][C:7]([CH2:8][N:9]2[CH2:13][CH2:12][C@@H:11]([NH2:14])[CH2:10]2)=[CH:6][CH:5]=1.[CH2:17]([O:19][C:20](=[O:29])[C:21]1[CH:26]=[C:25]([Cl:27])[C:24](Cl)=[N:23][CH:22]=1)[CH3:18].C([O-])([O-])=O.[K+].[K+].O. (4) Given the product [CH3:28][C@H:26]1[NH:27][C@@H:22]([CH3:21])[CH2:23][N:24]([C:29]([C:31]2[C:32]([CH3:38])=[C:33]([CH:36]=[C:11]3[C:10]4[C:14](=[CH:15][CH:16]=[CH:17][C:9]=4[C:5]4[CH:6]=[CH:7][CH:8]=[C:3]([C:2]([F:1])([F:19])[F:20])[CH:4]=4)[NH:13][C:12]3=[O:18])[NH:34][CH:35]=2)=[O:30])[CH2:25]1, predict the reactants needed to synthesize it. The reactants are: [F:1][C:2]([F:20])([F:19])[C:3]1[CH:4]=[C:5]([C:9]2[CH:17]=[CH:16][CH:15]=[C:14]3[C:10]=2[CH2:11][C:12](=[O:18])[NH:13]3)[CH:6]=[CH:7][CH:8]=1.[CH3:21][C@H:22]1[NH:27][C@@H:26]([CH3:28])[CH2:25][N:24]([C:29]([C:31]2[C:32]([CH3:38])=[C:33]([CH:36]=O)[NH:34][CH:35]=2)=[O:30])[CH2:23]1. (5) Given the product [CH2:1]([N:8]1[C:16]([C:17]2[CH:32]=[CH:31][CH:30]=[C:19]([O:20][CH2:21][C:22]3[CH:29]=[CH:28][C:25]([C:26]4[NH:43][N:42]=[N:41][N:27]=4)=[CH:24][CH:23]=3)[CH:18]=2)=[C:15]2[C:10]([C:11]([C:33]([F:36])([F:34])[F:35])=[CH:12][CH:13]=[CH:14]2)=[N:9]1)[C:2]1[CH:3]=[CH:4][CH:5]=[CH:6][CH:7]=1, predict the reactants needed to synthesize it. The reactants are: [CH2:1]([N:8]1[C:16]([C:17]2[CH:18]=[C:19]([CH:30]=[CH:31][CH:32]=2)[O:20][CH2:21][C:22]2[CH:29]=[CH:28][C:25]([C:26]#[N:27])=[CH:24][CH:23]=2)=[C:15]2[C:10]([C:11]([C:33]([F:36])([F:35])[F:34])=[CH:12][CH:13]=[CH:14]2)=[N:9]1)[C:2]1[CH:7]=[CH:6][CH:5]=[CH:4][CH:3]=1.C[Si]([N:41]=[N+:42]=[N-:43])(C)C.C([Sn](=O)CCCC)CCC. (6) Given the product [OH:16][C:12]1[C:11]([CH3:17])=[C:10]([NH:9][C:2]2[CH:7]=[C:6]([NH:9][C:10]3[CH:15]=[CH:14][CH:13]=[C:12]([OH:16])[C:11]=3[CH3:17])[N:5]=[CH:4][N:3]=2)[CH:15]=[CH:14][CH:13]=1, predict the reactants needed to synthesize it. The reactants are: Cl[C:2]1[CH:7]=[C:6](Cl)[N:5]=[CH:4][N:3]=1.[NH2:9][C:10]1[C:11]([CH3:17])=[C:12]([OH:16])[CH:13]=[CH:14][CH:15]=1. (7) Given the product [Cl:1][C:2]1[N:11]=[CH:10][C:9]2[N:8]([CH2:12][C:13]3[CH:17]=[CH:16][N:15]([CH3:18])[N:14]=3)[C:7](=[O:19])[C:6]3([CH3:26])[CH2:20][O:21][CH2:22][CH2:23][N:5]3[C:4]=2[N:3]=1, predict the reactants needed to synthesize it. The reactants are: [Cl:1][C:2]1[N:11]=[CH:10][C:9]2[N:8]([CH2:12][C:13]3[CH:17]=[CH:16][N:15]([CH3:18])[N:14]=3)[C:7](=[O:19])[CH:6]3[CH2:20][O:21][CH2:22][CH2:23][N:5]3[C:4]=2[N:3]=1.IC.[CH3:26]C([O-])(C)C.[Na+]. (8) Given the product [NH2:27][C:24]1[CH:25]=[CH:26][C:21]([O:20][C:18]2[CH:17]=[CH:16][N:15]=[C:14]([NH:7][C:5]([CH:1]3[CH2:4][CH2:3][CH2:2]3)=[O:6])[CH:19]=2)=[CH:22][CH:23]=1, predict the reactants needed to synthesize it. The reactants are: [CH:1]1([C:5]([N:7]([C:14]2[CH:19]=[C:18]([O:20][C:21]3[CH:26]=[CH:25][C:24]([N+:27]([O-])=O)=[CH:23][CH:22]=3)[CH:17]=[CH:16][N:15]=2)C(C2CCC2)=O)=[O:6])[CH2:4][CH2:3][CH2:2]1.[Cl-].[NH4+].CN(C)C=O.C(O)C. (9) The reactants are: [CH:1]([C:4]1[CH:9]=[CH:8][C:7](C)=[CH:6][C:5]=1[NH:11][C:12]([NH:14][C:15]([NH:17][CH:18]1[CH2:26][C:25]2[C:20](=[CH:21][CH:22]=[C:23]([C:27]3[N:31]=[CH:30][N:29]([C:32]4[CH:37]=[CH:36][C:35]([O:38][C:39]([F:42])([F:41])[F:40])=[CH:34][CH:33]=4)[N:28]=3)[CH:24]=2)[CH2:19]1)=[O:16])=[S:13])([CH3:3])[CH3:2].[C:43](Cl)(=[O:46])[CH:44]=[CH2:45]. Given the product [CH:1]([C:4]1[CH:9]=[CH:8][CH:7]=[CH:6][C:5]=1[N:11]1[C:43](=[O:46])[CH2:44][CH2:45][S:13]/[C:12]/1=[N:14]\[C:15]([NH:17][CH:18]1[CH2:26][C:25]2[C:20](=[CH:21][CH:22]=[C:23]([C:27]3[N:31]=[CH:30][N:29]([C:32]4[CH:37]=[CH:36][C:35]([O:38][C:39]([F:42])([F:41])[F:40])=[CH:34][CH:33]=4)[N:28]=3)[CH:24]=2)[CH2:19]1)=[O:16])([CH3:3])[CH3:2], predict the reactants needed to synthesize it. (10) Given the product [N:37]1([CH2:10][C:9]2[C:5]([C:1]([CH3:3])([CH3:4])[CH3:2])=[N:6][N:7]([C:12]3[CH:17]=[CH:16][N:15]=[C:14]([NH:18][C:19]4[C:20]([O:34][CH3:35])=[CH:21][C:22]([N:28]([CH2:30][CH2:31][O:32][CH3:33])[CH3:29])=[C:23]([NH:25][C:20](=[O:34])[CH:19]=[CH2:24])[CH:24]=4)[N:13]=3)[CH:8]=2)[CH2:40][CH2:39][CH2:38]1, predict the reactants needed to synthesize it. The reactants are: [C:1]([C:5]1[C:9]([CH:10]=O)=[CH:8][N:7]([C:12]2[CH:17]=[CH:16][N:15]=[C:14]([NH:18][C:19]3[CH:24]=[C:23]([N+:25]([O-])=O)[C:22]([N:28]([CH2:30][CH2:31][O:32][CH3:33])[CH3:29])=[CH:21][C:20]=3[O:34][CH3:35])[N:13]=2)[N:6]=1)([CH3:4])([CH3:3])[CH3:2].Cl.[NH:37]1[CH2:40][CH2:39][CH2:38]1.